Dataset: Reaction yield outcomes from USPTO patents with 853,638 reactions. Task: Predict the reaction yield, written as a fraction of the theoretical maximum amount of product (1.0 means a 100% yield; for example, 0.34 means a 34% yield). (1) The reactants are Cl[C:2]1[N:3]=[CH:4][C:5]([NH2:8])=[N:6][CH:7]=1.[CH3:9][O-:10].[Na+]. The catalyst is CO. The product is [CH3:9][O:10][C:2]1[N:3]=[CH:4][C:5]([NH2:8])=[N:6][CH:7]=1. The yield is 0.670. (2) The reactants are [NH2:1][CH:2]1[CH2:7][CH2:6][C:5]([C:8]2[N:13]=[C:12]([C:14]3[O:18][C:17]([C:19]4[CH:24]=[CH:23][C:22]([CH2:25][N:26]([CH3:34])[C:27](=[O:33])[O:28][C:29]([CH3:32])([CH3:31])[CH3:30])=[CH:21][CH:20]=4)=[N:16][N:15]=3)[C:11]([NH:35][C:36]([O:38][C:39]([CH3:42])([CH3:41])[CH3:40])=[O:37])=[N:10][CH:9]=2)=[CH:4][CH2:3]1.CCN(CC)CC.[C:50](Cl)(=[O:53])[CH2:51][CH3:52]. The catalyst is C(Cl)Cl. The product is [C:39]([O:38][C:36]([NH:35][C:11]1[C:12]([C:14]2[O:18][C:17]([C:19]3[CH:20]=[CH:21][C:22]([CH2:25][N:26]([CH3:34])[C:27](=[O:33])[O:28][C:29]([CH3:30])([CH3:31])[CH3:32])=[CH:23][CH:24]=3)=[N:16][N:15]=2)=[N:13][C:8]([C:5]2[CH2:6][CH2:7][CH:2]([NH:1][C:50](=[O:53])[CH2:51][CH3:52])[CH2:3][CH:4]=2)=[CH:9][N:10]=1)=[O:37])([CH3:42])([CH3:41])[CH3:40]. The yield is 0.960. (3) The reactants are [Cl:1][C:2]1[CH:7]=[CH:6][N:5]2[N:8]=[C:9]([C:24]3[CH:29]=[CH:28][C:27]([F:30])=[CH:26][CH:25]=3)[C:10]([C:11]3[CH:16]=[CH:15][N:14]=[C:13]([NH:17][C:18]4[CH:23]=[CH:22][CH:21]=[CH:20][CH:19]=4)[N:12]=3)=[C:4]2[CH:3]=1.C([Li])CCC.[CH2:36]([S:38]SCC)[CH3:37].O. The product is [Cl:1][C:2]1[CH:7]=[C:6]([S:38][CH2:36][CH3:37])[N:5]2[N:8]=[C:9]([C:24]3[CH:25]=[CH:26][C:27]([F:30])=[CH:28][CH:29]=3)[C:10]([C:11]3[CH:16]=[CH:15][N:14]=[C:13]([NH:17][C:18]4[CH:23]=[CH:22][CH:21]=[CH:20][CH:19]=4)[N:12]=3)=[C:4]2[CH:3]=1. The yield is 0.220. The catalyst is O1CCCC1.C(OCC)(=O)C.